Dataset: Reaction yield outcomes from USPTO patents with 853,638 reactions. Task: Predict the reaction yield, written as a fraction of the theoretical maximum amount of product (1.0 means a 100% yield; for example, 0.34 means a 34% yield). (1) The reactants are [OH:1][C:2]1[CH:3]=[C:4]([CH2:8][CH2:9][C:10]([O:12][CH3:13])=[O:11])[CH:5]=[CH:6][CH:7]=1.C(=O)([O-])[O-].[K+].[K+].I[CH:21]([CH3:23])[CH3:22]. The catalyst is CC(C)=O. The product is [CH3:22][CH:21]([O:1][C:2]1[CH:3]=[C:4]([CH2:8][CH2:9][C:10]([O:12][CH3:13])=[O:11])[CH:5]=[CH:6][CH:7]=1)[CH3:23]. The yield is 0.560. (2) The reactants are Cl[C:2]1[C:11]2[C:6](=[CH:7][CH:8]=[C:9]3[S:14](=[O:16])(=[O:15])[CH2:13][CH2:12][C:10]3=2)[N:5]=[CH:4][C:3]=1[C:17]#[N:18].[OH:19][C:20]1[CH:21]=[C:22]([CH:24]=[C:25]([O:27][CH3:28])[CH:26]=1)[NH2:23].O.[Cl-].[NH4+]. The catalyst is C(O)(C)C. The product is [OH:19][C:20]1[CH:21]=[C:22]([NH:23][C:2]2[C:11]3[C:6](=[CH:7][CH:8]=[C:9]4[S:14](=[O:16])(=[O:15])[CH2:13][CH2:12][C:10]4=3)[N:5]=[CH:4][C:3]=2[C:17]#[N:18])[CH:24]=[C:25]([O:27][CH3:28])[CH:26]=1. The yield is 0.220. (3) The reactants are C[C@H]1CO[C@@]2([O:9][C@H:8]3[CH2:10][C@H:11]4[C@@H:16]5[CH2:17][CH2:18][C@H:19]6[CH2:24][C@@H:23](O)[CH2:22][CH2:21][C@:20]6([CH3:26])[C@H:15]5[CH2:14][C@@H:13]([OH:27])[C@:12]4([CH3:28])[C@H:7]3[C@@H:6]2[CH3:29])CC1.P(O)(O)O.OO.[OH-:38].[K+]. The catalyst is C(O)(=O)C.C(OC(=O)C)(=O)C. The product is [OH:38][C@H:23]1[CH2:22][CH2:21][C@@:20]2([CH3:26])[C@@H:19]([CH2:18][CH2:17][C@@H:16]3[C@@H:15]2[CH2:14][C@@H:13]([OH:27])[C@@:12]2([CH3:28])[C@H:11]3[CH2:29][CH:6]=[C:7]2[C:8](=[O:9])[CH3:10])[CH2:24]1. The yield is 0.920. (4) The reactants are [NH2:1][C:2]1[C:7]2[O:8][CH2:9][O:10][C:6]=2[C:5]([C:11]([OH:13])=O)=[CH:4][C:3]=1[Cl:14].C([N:17]1[CH:21]=[CH:20][N:19]=[CH:18]1)([N:17]1[CH:21]=[CH:20][N:19]=[CH:18]1)=O. The catalyst is C(#N)C. The product is [NH2:1][C:2]1[C:7]2[O:8][CH2:9][O:10][C:6]=2[C:5]([C:11]([N:17]2[CH:21]=[CH:20][N:19]=[CH:18]2)=[O:13])=[CH:4][C:3]=1[Cl:14]. The yield is 0.750.